This data is from Tyrosyl-DNA phosphodiesterase HTS with 341,365 compounds. The task is: Binary Classification. Given a drug SMILES string, predict its activity (active/inactive) in a high-throughput screening assay against a specified biological target. (1) The drug is Brc1cc(/C=N\NC(=O)CN(S(=O)(=O)C)c2c(OCC)cccc2)c(OC)cc1. The result is 0 (inactive). (2) The compound is S(=O)(=O)(N(CC(=O)Nc1ccc(NC(=O)C)cc1)c1ccc([N+]([O-])=O)cc1)c1ccccc1. The result is 0 (inactive). (3) The molecule is Clc1c(NC(=O)CN(C(=O)COC(=O)/C=C\c2ccccc2)C)cccc1. The result is 0 (inactive). (4) The result is 0 (inactive). The drug is Clc1c(cc(NC(=O)COc2c([N+]([O-])=O)cccc2)c(OC)c1)C.